This data is from NCI-60 drug combinations with 297,098 pairs across 59 cell lines. The task is: Regression. Given two drug SMILES strings and cell line genomic features, predict the synergy score measuring deviation from expected non-interaction effect. (1) Drug 1: CC(C1=C(C=CC(=C1Cl)F)Cl)OC2=C(N=CC(=C2)C3=CN(N=C3)C4CCNCC4)N. Drug 2: C(CC(=O)O)C(=O)CN.Cl. Cell line: SF-268. Synergy scores: CSS=-0.131, Synergy_ZIP=-6.55, Synergy_Bliss=-12.4, Synergy_Loewe=-14.9, Synergy_HSA=-14.0. (2) Drug 1: CC1=C2C(C(=O)C3(C(CC4C(C3C(C(C2(C)C)(CC1OC(=O)C(C(C5=CC=CC=C5)NC(=O)OC(C)(C)C)O)O)OC(=O)C6=CC=CC=C6)(CO4)OC(=O)C)OC)C)OC. Drug 2: COC1=CC(=CC(=C1O)OC)C2C3C(COC3=O)C(C4=CC5=C(C=C24)OCO5)OC6C(C(C7C(O6)COC(O7)C8=CC=CS8)O)O. Cell line: NCI-H460. Synergy scores: CSS=77.0, Synergy_ZIP=9.88, Synergy_Bliss=7.13, Synergy_Loewe=9.62, Synergy_HSA=13.1.